The task is: Predict which catalyst facilitates the given reaction.. This data is from Catalyst prediction with 721,799 reactions and 888 catalyst types from USPTO. (1) Reactant: [CH3:1][O:2][C:3]1[CH:8]=[C:7]([C:9]([F:12])([F:11])[F:10])[CH:6]=[CH:5][C:4]=1[C:13]1[O:14][CH2:15][C:16]([CH3:19])([CH3:18])[N:17]=1.[CH:20]([N-]C(C)C)(C)C.[Li+].IC. Product: [CH3:1][O:2][C:3]1[C:8]([CH3:20])=[C:7]([C:9]([F:10])([F:11])[F:12])[CH:6]=[CH:5][C:4]=1[C:13]1[O:14][CH2:15][C:16]([CH3:19])([CH3:18])[N:17]=1. The catalyst class is: 1. (2) Reactant: [Cl:1][C:2]1[CH:7]=[C:6]([Cl:8])[CH:5]=[CH:4][C:3]=1[CH:9]([C:13]1[C:21]2[C:16](=[C:17]([CH2:22][S:23][CH3:24])[CH:18]=[CH:19][CH:20]=2)[NH:15][CH:14]=1)[CH2:10][CH2:11][OH:12].ClCCl.ClC1C=CC=C(C(OO)=[O:36])C=1. Product: [Cl:1][C:2]1[CH:7]=[C:6]([Cl:8])[CH:5]=[CH:4][C:3]=1[CH:9]([C:13]1[C:21]2[C:16](=[C:17]([CH2:22][S:23]([CH3:24])=[O:36])[CH:18]=[CH:19][CH:20]=2)[NH:15][CH:14]=1)[CH2:10][CH2:11][OH:12]. The catalyst class is: 5. (3) Reactant: [F:1][C:2]1[CH:3]=[C:4]2[C:9](=[CH:10][C:11]=1[F:12])[N:8]=[C:7]([CH2:13][O:14][C:15]1[CH:16]=[CH:17][C:18]3[O:28][CH2:27][C:22]4=[N:23][CH:24]=[CH:25][CH:26]=[C:21]4[C:20](=[O:29])[C:19]=3[CH:30]=1)[CH:6]=[CH:5]2.[BH4-].[Na+]. Product: [F:1][C:2]1[CH:3]=[C:4]2[C:9](=[CH:10][C:11]=1[F:12])[N:8]=[C:7]([CH2:13][O:14][C:15]1[CH:16]=[CH:17][C:18]3[O:28][CH2:27][C:22]4=[N:23][CH:24]=[CH:25][CH:26]=[C:21]4[CH:20]([OH:29])[C:19]=3[CH:30]=1)[CH:6]=[CH:5]2. The catalyst class is: 36. (4) Reactant: [Br:1][C:2]1[CH:7]=[CH:6][C:5]([NH:8][C:9]2[C:14]([C:15]([NH:17][NH2:18])=[O:16])=[CH:13][N:12]3[CH:19]=[CH:20][N:21]=[C:11]3[C:10]=2[Cl:22])=[C:4]([F:23])[CH:3]=1.[C:24](=S)=[S:25].[OH-].[K+].Cl. Product: [Br:1][C:2]1[CH:7]=[CH:6][C:5]([NH:8][C:9]2[C:14]([C:15]3[O:16][C:24]([SH:25])=[N:18][N:17]=3)=[CH:13][N:12]3[CH:19]=[CH:20][N:21]=[C:11]3[C:10]=2[Cl:22])=[C:4]([F:23])[CH:3]=1. The catalyst class is: 40. (5) The catalyst class is: 2. Product: [NH2:29][C:26]1[N:27]=[CH:28][C:23]([C:20]2[N:18]3[N:19]=[C:14]([C:11]4[CH:12]=[CH:13][C:8]([O:7][CH2:6][C:2]5([NH:1][C:44]([CH:41]6[CH2:43][CH2:42]6)=[O:45])[CH2:5][O:4][CH2:3]5)=[CH:9][CH:10]=4)[CH:15]=[CH:16][C:17]3=[N:22][CH:21]=2)=[CH:24][C:25]=1[C:30]([F:31])([F:32])[F:33]. Reactant: [NH2:1][C:2]1([CH2:6][O:7][C:8]2[CH:13]=[CH:12][C:11]([C:14]3[CH:15]=[CH:16][C:17]4[N:18]([C:20]([C:23]5[CH:24]=[C:25]([C:30]([F:33])([F:32])[F:31])[C:26]([NH2:29])=[N:27][CH:28]=5)=[CH:21][N:22]=4)[N:19]=3)=[CH:10][CH:9]=2)[CH2:5][O:4][CH2:3]1.C(N(CC)CC)C.[CH:41]1([C:44](Cl)=[O:45])[CH2:43][CH2:42]1. (6) Reactant: Br[C:2]1[CH:7]=[CH:6][CH:5]=[CH:4][C:3]=1[CH:8]=[CH2:9].C([Li])CCC.[O:15]1[C:19]2[CH:20]=[CH:21][CH:22]=[CH:23][C:18]=2[CH:17]=[C:16]1[CH:24]=[N:25][S:26]([C:29]1[CH:39]=[CH:38][C:32]2[O:33][CH2:34][CH2:35][CH2:36][O:37][C:31]=2[CH:30]=1)(=[O:28])=[O:27].C(=O)(O)[O-].[Na+]. Product: [O:15]1[C:19]2[CH:20]=[CH:21][CH:22]=[CH:23][C:18]=2[CH:17]=[C:16]1[CH:24]([C:2]1[CH:7]=[CH:6][CH:5]=[CH:4][C:3]=1[CH:8]=[CH2:9])[NH:25][S:26]([C:29]1[CH:39]=[CH:38][C:32]2[O:33][CH2:34][CH2:35][CH2:36][O:37][C:31]=2[CH:30]=1)(=[O:27])=[O:28]. The catalyst class is: 188. (7) Reactant: [C:1]([NH:8][C@H:9]([C:14]1[CH:19]=[CH:18][CH:17]=[CH:16][CH:15]=1)[CH2:10][N:11]=[N+:12]=[N-:13])([O:3]C(C)(C)C)=O.FC(F)(F)C(O)=O.C(=O)([O-])[O-].[K+].[K+].C(Cl)(=O)[C:34]1[CH:39]=[CH:38][C:37]([O:40][CH3:41])=[CH:36][CH:35]=1. Product: [CH3:41][O:40][C:37]1[CH:38]=[CH:39][C:34]([C:1]([NH:8][C@H:9]([C:14]2[CH:15]=[CH:16][CH:17]=[CH:18][CH:19]=2)[CH2:10][N:11]=[N+:12]=[N-:13])=[O:3])=[CH:35][CH:36]=1. The catalyst class is: 38. (8) Reactant: CN(C(ON1N=NC2C=CC=NC1=2)=[N+](C)C)C.F[P-](F)(F)(F)(F)F.[Cl:25][C:26]1[N:30]2[CH:31]=[C:32]([CH:39]3[CH2:41][CH2:40]3)[CH:33]=[C:34]([C:35]([F:38])([F:37])[F:36])[C:29]2=[N:28][C:27]=1[C:42]([OH:44])=O.Cl.[NH:46]1[CH2:51][CH2:50][CH:49]([N:52]2[C:56](=[O:57])[CH2:55][O:54][C:53]2=[O:58])[CH2:48][CH2:47]1.CCN(C(C)C)C(C)C.Cl. Product: [Cl:25][C:26]1[N:30]2[CH:31]=[C:32]([CH:39]3[CH2:40][CH2:41]3)[CH:33]=[C:34]([C:35]([F:37])([F:38])[F:36])[C:29]2=[N:28][C:27]=1[C:42]([N:46]1[CH2:47][CH2:48][CH:49]([N:52]2[C:56](=[O:57])[CH2:55][O:54][C:53]2=[O:58])[CH2:50][CH2:51]1)=[O:44]. The catalyst class is: 454. (9) Reactant: C(O[C:6]([N:8]1[CH2:14][CH2:13][CH2:12][NH:11][CH2:10][CH2:9]1)=[O:7])(C)(C)C.[CH:15](N(C(C)C)CC)(C)C.O1CCOCC1.[F:30][C:31]([F:68])([F:67])[C:32]1[CH:33]=[C:34]([CH:60]=[C:61]([C:63]([F:66])([F:65])[F:64])[CH:62]=1)[CH2:35][N:36]1[CH2:43][CH2:42][CH2:41][NH:40][C:39]2[N:44]=[C:45](S(C)(=O)=O)[N:46]=[C:47]([C:48]3[CH:53]=[CH:52][CH:51]=[CH:50][C:49]=3[CH3:54])[C:38]=2[C:37]1=[O:59]. Product: [C:6]([N:8]1[CH2:14][CH2:13][CH2:12][N:11]([C:45]2[N:46]=[C:47]([C:48]3[CH:53]=[CH:52][CH:51]=[CH:50][C:49]=3[CH3:54])[C:38]3[C:37](=[O:59])[N:36]([CH2:35][C:34]4[CH:60]=[C:61]([C:63]([F:66])([F:65])[F:64])[CH:62]=[C:32]([C:31]([F:30])([F:68])[F:67])[CH:33]=4)[CH2:43][CH2:42][CH2:41][NH:40][C:39]=3[N:44]=2)[CH2:10][CH2:9]1)(=[O:7])[CH3:15]. The catalyst class is: 13.